Dataset: Peptide-MHC class I binding affinity with 185,985 pairs from IEDB/IMGT. Task: Regression. Given a peptide amino acid sequence and an MHC pseudo amino acid sequence, predict their binding affinity value. This is MHC class I binding data. (1) The binding affinity (normalized) is 0.725. The MHC is HLA-A02:01 with pseudo-sequence HLA-A02:01. The peptide sequence is FVIGGMTGV. (2) The peptide sequence is RLAELIGPA. The MHC is HLA-B58:01 with pseudo-sequence HLA-B58:01. The binding affinity (normalized) is 0.0847.